Dataset: Forward reaction prediction with 1.9M reactions from USPTO patents (1976-2016). Task: Predict the product of the given reaction. (1) The product is: [O:1]1[C:5]2[CH:6]=[CH:7][CH:8]=[CH:9][C:4]=2[C:3]([C:10]2[CH:11]=[N:12][N:13]3[C:25](=[O:26])[CH:24]=[C:23]([C:20]4[CH:21]=[CH:22][C:17]([Cl:16])=[C:18]([O:31][CH2:32][CH3:33])[CH:19]=4)[NH:15][C:14]=23)=[N:2]1. Given the reactants [O:1]1[C:5]2[CH:6]=[CH:7][CH:8]=[CH:9][C:4]=2[C:3]([C:10]2[CH:11]=[N:12][NH:13][C:14]=2[NH2:15])=[N:2]1.[Cl:16][C:17]1[CH:22]=[CH:21][C:20]([C:23](=O)[CH2:24][C:25](OCC)=[O:26])=[CH:19][C:18]=1[O:31][CH2:32][CH3:33].CC1C=CC(S(O)(=O)=O)=CC=1, predict the reaction product. (2) Given the reactants [CH2:1]([O:8][CH:9]([CH2:13][CH2:14][CH:15]=[CH2:16])[CH2:10]C=C)[C:2]1[CH:7]=[CH:6][CH:5]=[CH:4][CH:3]=1, predict the reaction product. The product is: [CH2:1]([O:8][CH:9]1[CH2:13][CH2:14][CH:15]=[CH:16][CH2:10]1)[C:2]1[CH:3]=[CH:4][CH:5]=[CH:6][CH:7]=1. (3) Given the reactants Cl.[NH2:2][C:3]1[C:4]([CH3:28])=[C:5]2[C:10]([NH:11][C:12]3[CH:17]=[CH:16][C:15]([O:18][C:19]4[CH:24]=[CH:23][CH:22]=[CH:21][CH:20]=4)=[CH:14][CH:13]=3)=[C:9]([C:25]#[N:26])[CH:8]=[N:7][N:6]2[CH:27]=1.[CH:29](=O)[C:30]1[CH:35]=[CH:34][CH:33]=[CH:32][CH:31]=1.C(O)(=O)C.[BH-](OC(C)=O)(OC(C)=O)OC(C)=O.[Na+], predict the reaction product. The product is: [CH2:29]([NH:2][C:3]1[C:4]([CH3:28])=[C:5]2[C:10]([NH:11][C:12]3[CH:13]=[CH:14][C:15]([O:18][C:19]4[CH:24]=[CH:23][CH:22]=[CH:21][CH:20]=4)=[CH:16][CH:17]=3)=[C:9]([C:25]#[N:26])[CH:8]=[N:7][N:6]2[CH:27]=1)[C:30]1[CH:35]=[CH:34][CH:33]=[CH:32][CH:31]=1. (4) Given the reactants [F:1][C:2]1[CH:3]=[C:4]2[C:8](=[CH:9][CH:10]=1)[NH:7][C:6](=[O:11])/[C:5]/2=[CH:12]\[C:13]1[NH:22][C:21]2[CH2:20][CH2:19][CH2:18][N:17]([CH2:23][C@H:24]([OH:32])[CH2:25][N:26]3[CH2:31][CH2:30][O:29][CH2:28][CH2:27]3)[C:16](=[O:33])[C:15]=2[C:14]=1[CH3:34].ClCCl.[C:38]([OH:43])(=[O:42])[CH:39]([CH3:41])[OH:40], predict the reaction product. The product is: [C:38]([OH:43])(=[O:42])[CH:39]([CH3:41])[OH:40].[F:1][C:2]1[CH:3]=[C:4]2[C:8](=[CH:9][CH:10]=1)[NH:7][C:6](=[O:11])/[C:5]/2=[CH:12]\[C:13]1[NH:22][C:21]2[CH2:20][CH2:19][CH2:18][N:17]([CH2:23][C@H:24]([OH:32])[CH2:25][N:26]3[CH2:27][CH2:28][O:29][CH2:30][CH2:31]3)[C:16](=[O:33])[C:15]=2[C:14]=1[CH3:34]. (5) The product is: [NH2:13][CH2:14][C:2]([CH3:16])([CH3:1])[CH2:3][NH:4][C:5]1[C:6]2[C:11](=[CH:10][CH:9]=[CH:8][CH:7]=2)[C:12](=[O:17])[NH:19][N:18]=1. Given the reactants [CH3:1][C:2]1([CH3:16])[CH2:14][N:13]=[C:12]2[N:4]([C:5](=O)[C:6]3[C:11]2=[CH:10][CH:9]=[CH:8][CH:7]=3)[CH2:3]1.[OH2:17].[NH2:18][NH2:19], predict the reaction product. (6) Given the reactants Br[C:2]1[CH:7]=[CH:6][C:5]([CH2:8][N:9]2[C:14](=[O:15])[C:13]([C:16]([NH:18][CH2:19][C:20]([OH:22])=[O:21])=[O:17])=[C:12]([OH:23])[C:11]([CH:24]([CH3:26])[CH3:25])=[N:10]2)=[C:4]([F:27])[CH:3]=1.[C:28]1(B(O)O)[CH:33]=[CH:32][CH:31]=[CH:30][CH:29]=1.C(=O)([O-])[O-].[K+].[K+].Cl, predict the reaction product. The product is: [F:27][C:4]1[CH:3]=[C:2]([C:28]2[CH:33]=[CH:32][CH:31]=[CH:30][CH:29]=2)[CH:7]=[CH:6][C:5]=1[CH2:8][N:9]1[C:14](=[O:15])[C:13]([C:16]([NH:18][CH2:19][C:20]([OH:22])=[O:21])=[O:17])=[C:12]([OH:23])[C:11]([CH:24]([CH3:26])[CH3:25])=[N:10]1. (7) Given the reactants C(N(CC)C(C)C)(C)C.[CH2:10]([O:12][C:13](=[O:22])[C:14]1[CH:19]=[CH:18][C:17]([CH3:20])=[C:16]([OH:21])[CH:15]=1)[CH3:11].Cl[CH2:24][O:25][CH3:26], predict the reaction product. The product is: [CH2:10]([O:12][C:13](=[O:22])[C:14]1[CH:19]=[CH:18][C:17]([CH3:20])=[C:16]([O:21][CH2:24][O:25][CH3:26])[CH:15]=1)[CH3:11]. (8) Given the reactants [Br:1][C:2]1[CH:3]=[CH:4][C:5]2[C:6]3[N:15]([CH2:16][CH2:17][CH2:18][O:19][CH:20]([CH3:22])[CH3:21])[C:14]([CH2:23][O:24][CH2:25][CH3:26])=[N:13][C:7]=3[C:8]([NH2:12])=[N:9][C:10]=2[CH:11]=1.[CH:27]([S:29][C:30]1[CH:35]=[CH:34][CH:33]=[CH:32][CH:31]=1)=[CH2:28].C(N(CC)CC)C, predict the reaction product. The product is: [BrH:1].[CH2:25]([O:24][CH2:23][C:14]1[N:15]([CH2:16][CH2:17][CH2:18][O:19][CH:20]([CH3:22])[CH3:21])[C:6]2[C:5]3[CH:4]=[CH:3][C:2](/[CH:28]=[CH:27]/[S:29][C:30]4[CH:35]=[CH:34][CH:33]=[CH:32][CH:31]=4)=[CH:11][C:10]=3[N:9]=[C:8]([NH2:12])[C:7]=2[N:13]=1)[CH3:26]. (9) Given the reactants [CH3:1][N:2]([CH3:33])[C:3]1([C:27]2[CH:32]=[CH:31][CH:30]=[CH:29][CH:28]=2)[CH2:8][CH2:7][C:6](=[CH:9][C:10]([N:12]2[CH2:17][CH2:16][CH:15]([C:18]3[C:26]4[C:21](=[CH:22][CH:23]=[CH:24][CH:25]=4)[NH:20][CH:19]=3)[CH2:14][CH2:13]2)=[O:11])[CH2:5][CH2:4]1.[Cl:34][Si](C)(C)C, predict the reaction product. The product is: [ClH:34].[CH3:33][N:2]([CH3:1])[C:3]1([C:27]2[CH:28]=[CH:29][CH:30]=[CH:31][CH:32]=2)[CH2:8][CH2:7][C:6](=[CH:9][C:10]([N:12]2[CH2:17][CH2:16][CH:15]([C:18]3[C:26]4[C:21](=[CH:22][CH:23]=[CH:24][CH:25]=4)[NH:20][CH:19]=3)[CH2:14][CH2:13]2)=[O:11])[CH2:5][CH2:4]1.